From a dataset of Peptide-MHC class I binding affinity with 185,985 pairs from IEDB/IMGT. Regression. Given a peptide amino acid sequence and an MHC pseudo amino acid sequence, predict their binding affinity value. This is MHC class I binding data. (1) The peptide sequence is EELKSLYNTI. The MHC is HLA-A02:03 with pseudo-sequence HLA-A02:03. The binding affinity (normalized) is 0.0847. (2) The peptide sequence is EEDAAVDDL. The MHC is HLA-B15:09 with pseudo-sequence HLA-B15:09. The binding affinity (normalized) is 0.0847.